Dataset: Full USPTO retrosynthesis dataset with 1.9M reactions from patents (1976-2016). Task: Predict the reactants needed to synthesize the given product. The reactants are: F[C:2]1[CH:7]=[CH:6][C:5]([C:8]([F:11])([F:10])[F:9])=[CH:4][C:3]=1[N+:12]([O-:14])=[O:13].[CH3:15][NH2:16].C(O)C.O. Given the product [CH3:15][NH:16][C:2]1[CH:7]=[CH:6][C:5]([C:8]([F:11])([F:10])[F:9])=[CH:4][C:3]=1[N+:12]([O-:14])=[O:13], predict the reactants needed to synthesize it.